From a dataset of Peptide-MHC class I binding affinity with 185,985 pairs from IEDB/IMGT. Regression. Given a peptide amino acid sequence and an MHC pseudo amino acid sequence, predict their binding affinity value. This is MHC class I binding data. The peptide sequence is GVIRSIFAR. The MHC is HLA-A31:01 with pseudo-sequence HLA-A31:01. The binding affinity (normalized) is 0.998.